This data is from Forward reaction prediction with 1.9M reactions from USPTO patents (1976-2016). The task is: Predict the product of the given reaction. (1) Given the reactants [C:1]([C:5]1[CH:10]=[CH:9][C:8]([C@@H:11]([C:22]2[CH:26]=[C:25]([C:27]3[CH:28]=[C:29]([C:33]4[CH:38]=[CH:37][C:36]([Cl:39])=[CH:35][CH:34]=4)[CH:30]=[CH:31][CH:32]=3)[O:24][N:23]=2)[CH2:12][C:13]2[CH:21]=[CH:20][C:16]([C:17](O)=[O:18])=[CH:15][CH:14]=2)=[CH:7][CH:6]=1)([CH3:4])([CH3:3])[CH3:2].CCN=C=NCCCN(C)C.C1C=CC2N(O)N=NC=2C=1.[NH2:61][CH2:62][CH2:63][S:64]([OH:67])(=[O:66])=[O:65], predict the reaction product. The product is: [C:1]([C:5]1[CH:6]=[CH:7][C:8]([C@@H:11]([C:22]2[CH:26]=[C:25]([C:27]3[CH:28]=[C:29]([C:33]4[CH:34]=[CH:35][C:36]([Cl:39])=[CH:37][CH:38]=4)[CH:30]=[CH:31][CH:32]=3)[O:24][N:23]=2)[CH2:12][C:13]2[CH:14]=[CH:15][C:16]([C:17]([NH:61][CH2:62][CH2:63][S:64]([OH:67])(=[O:66])=[O:65])=[O:18])=[CH:20][CH:21]=2)=[CH:9][CH:10]=1)([CH3:3])([CH3:2])[CH3:4]. (2) Given the reactants [CH3:1][C:2]1[CH:3]=[C:4]([C:8]2([C:11]#[N:12])[CH2:10][CH2:9]2)[N:5]=[N:6][CH:7]=1.[Se](=O)=[O:14].[OH2:16], predict the reaction product. The product is: [C:11]([C:8]1([C:4]2[N:5]=[N:6][CH:7]=[C:2]([C:1]([OH:14])=[O:16])[CH:3]=2)[CH2:10][CH2:9]1)#[N:12]. (3) Given the reactants F[C:2]1[N:7]=[C:6]([N:8]2[C:16]3[CH:15]=[C:14]([C:17]4[CH:18]=[N:19][CH:20]=[C:21]([CH:23]5[CH2:26][O:25][CH2:24]5)[CH:22]=4)[N:13]=[CH:12][C:11]=3[CH:10]=[N:9]2)[CH:5]=[CH:4][CH:3]=1.[CH3:27][C@H:28]1[CH2:33][NH:32][CH2:31][CH2:30][NH:29]1, predict the reaction product. The product is: [CH3:27][C@@H:28]1[NH:29][CH2:30][CH2:31][N:32]([C:2]2[N:7]=[C:6]([N:8]3[C:16]4[CH:15]=[C:14]([C:17]5[CH:18]=[N:19][CH:20]=[C:21]([CH:23]6[CH2:26][O:25][CH2:24]6)[CH:22]=5)[N:13]=[CH:12][C:11]=4[CH:10]=[N:9]3)[CH:5]=[CH:4][CH:3]=2)[CH2:33]1. (4) The product is: [CH3:25][O:26][CH2:27][CH2:28][N:29]([CH3:30])[CH2:21][CH2:20][C:19]#[C:18][C:16]1[CH:15]=[CH:14][C:13]2[C:9]([C:6]3[CH:7]=[CH:8][C:3]([C:2]([F:24])([F:23])[F:1])=[CH:4][CH:5]=3)=[N:10][S:11][C:12]=2[CH:17]=1. Given the reactants [F:1][C:2]([F:24])([F:23])[C:3]1[CH:8]=[CH:7][C:6]([C:9]2[C:13]3[CH:14]=[CH:15][C:16]([C:18]#[C:19][CH2:20][CH2:21]O)=[CH:17][C:12]=3[S:11][N:10]=2)=[CH:5][CH:4]=1.[CH3:25][O:26][CH2:27][CH2:28][NH:29][CH3:30], predict the reaction product. (5) Given the reactants [NH:1]1[C:5]2[CH:6]=[CH:7][CH:8]=[CH:9][C:4]=2[N:3]=[C:2]1[C:10]1[N:11]=[C:12](Cl)[C:13]2[C:14](=[CH:16][N:17](CC3C=CC(OC)=CC=3)[N:18]=2)[N:15]=1.[CH3:29][O:30][C:31]1[CH:32]=[C:33]([CH:35]=[CH:36][C:37]=1[O:38][CH3:39])[NH2:34].Cl, predict the reaction product. The product is: [NH:3]1[C:4]2[CH:9]=[CH:8][CH:7]=[CH:6][C:5]=2[N:1]=[C:2]1[C:10]1[N:11]=[C:12]([NH:34][C:33]2[CH:35]=[CH:36][C:37]([O:38][CH3:39])=[C:31]([O:30][CH3:29])[CH:32]=2)[C:13]2[NH:18][N:17]=[CH:16][C:14]=2[N:15]=1.